This data is from Catalyst prediction with 721,799 reactions and 888 catalyst types from USPTO. The task is: Predict which catalyst facilitates the given reaction. (1) Reactant: [CH:1]1([C:4]2[CH:5]=[C:6]([CH:20]=[CH:21][CH:22]=2)[CH2:7][CH:8]2[C:15]3[CH:14]=[C:13]([C:16]([O:18]C)=[O:17])[NH:12][C:11]=3[CH2:10][CH2:9]2)[CH2:3][CH2:2]1.[OH-].[Li+].CO. Product: [CH:1]1([C:4]2[CH:5]=[C:6]([CH:20]=[CH:21][CH:22]=2)[CH2:7][CH:8]2[C:15]3[CH:14]=[C:13]([C:16]([OH:18])=[O:17])[NH:12][C:11]=3[CH2:10][CH2:9]2)[CH2:3][CH2:2]1. The catalyst class is: 1. (2) Reactant: [C:1]([O:5][C:6]([N:8]1[C:16]2[C:11](=[CH:12][CH:13]=[CH:14][CH:15]=2)[C:10]([CH2:17][C@@H:18]([C:29]([O:31][C:32]([CH3:35])([CH3:34])[CH3:33])=[O:30])[N:19]2[CH:24]=[CH:23][CH:22]=[C:21](C(O)=O)[C:20]2=[O:28])=[CH:9]1)=[O:7])([CH3:4])([CH3:3])[CH3:2].C([N:38]([CH2:41]C)CC)C.C1(P(N=[N+]=[N-])(C2C=CC=CC=2)=[O:50])C=CC=CC=1.[CH2:60]([OH:67])[C:61]1[CH:66]=[CH:65][CH:64]=[CH:63][CH:62]=1. Product: [C:1]([O:5][C:6]([N:8]1[C:16]2[C:11](=[CH:12][CH:13]=[CH:14][CH:15]=2)[C:10]([CH2:17][CH:18]([N:19]2[CH:24]=[CH:23][CH:22]=[C:21]([NH:38][C:41]([O:67][CH2:60][C:61]3[CH:66]=[CH:65][CH:64]=[CH:63][CH:62]=3)=[O:50])[C:20]2=[O:28])[C:29]([O:31][C:32]([CH3:35])([CH3:33])[CH3:34])=[O:30])=[CH:9]1)=[O:7])([CH3:3])([CH3:2])[CH3:4]. The catalyst class is: 12. (3) Reactant: Cl[C:2]([F:7])([F:6])C([O-])=O.[Na+].[OH:9][C:10]1[CH:17]=[CH:16][C:13]([CH:14]=[O:15])=[CH:12][C:11]=1[CH3:18].C(=O)([O-])[O-].[K+].[K+]. Product: [F:7][CH:2]([F:6])[O:9][C:10]1[CH:17]=[CH:16][C:13]([CH:14]=[O:15])=[CH:12][C:11]=1[CH3:18]. The catalyst class is: 18. (4) Reactant: [CH2:1]1[CH2:10][C:8](=O)[C:4]2[CH:5]=[CH:6][S:7][C:3]=2[CH2:2]1.O.NN.[OH-].[K+].O. Product: [S:7]1[C:6]([CH2:5][C:4]2[CH:8]=[CH:10][CH:1]=[CH:2][CH:3]=2)=[CH:5][C:4]2[CH2:8][CH2:10][CH2:1][CH2:2][C:3]1=2. The catalyst class is: 196. (5) Product: [Br:11][C:12]([CH3:17])([CH3:16])[C:13]([NH:1][C:2]([CH3:7])([CH3:6])[C:3]([OH:5])=[O:4])=[O:14]. The catalyst class is: 22. Reactant: [NH2:1][C:2]([CH3:7])([CH3:6])[C:3]([OH:5])=[O:4].[OH-].[Na+].O.[Br:11][C:12]([CH3:17])([CH3:16])[C:13](Br)=[O:14]. (6) Reactant: [N:1]1[CH:6]=[CH:5][CH:4]=[CH:3][C:2]=1[S:7][C:8]1[CH:9]=[C:10]([O:29][C:30]2[C:31]([CH3:37])=[N:32][N:33]([CH3:36])[C:34]=2[CH3:35])[C:11]([NH:14][C:15]2[S:19][N:18]=[C:17]([C@H:20]3[C:24]([CH3:26])([CH3:25])[O:23]C(C)(C)[O:21]3)[N:16]=2)=[N:12][CH:13]=1.[ClH:38]. Product: [ClH:38].[CH3:26][C:24]([OH:23])([CH3:25])[C@H:20]([C:17]1[N:16]=[C:15]([NH:14][C:11]2[C:10]([O:29][C:30]3[C:31]([CH3:37])=[N:32][N:33]([CH3:36])[C:34]=3[CH3:35])=[CH:9][C:8]([S:7][C:2]3[CH:3]=[CH:4][CH:5]=[CH:6][N:1]=3)=[CH:13][N:12]=2)[S:19][N:18]=1)[OH:21]. The catalyst class is: 8. (7) Reactant: [OH:1][CH2:2][C:3]1([CH2:7][O:8][C:9]2[CH:14]=[CH:13][C:12]([C:15]([C:17]3[CH:22]=[CH:21][CH:20]=[CH:19][CH:18]=3)=[O:16])=[CH:11][CH:10]=2)[CH2:6][O:5][CH2:4]1.[BrH:23]. Product: [Br:23][CH2:4][C:3]([CH2:6][OH:5])([CH2:2][OH:1])[CH2:7][O:8][C:9]1[CH:14]=[CH:13][C:12]([C:15]([C:17]2[CH:22]=[CH:21][CH:20]=[CH:19][CH:18]=2)=[O:16])=[CH:11][CH:10]=1. The catalyst class is: 6.